From a dataset of Forward reaction prediction with 1.9M reactions from USPTO patents (1976-2016). Predict the product of the given reaction. (1) The product is: [F:15][C:16]1[CH:24]=[C:23]2[C:19]([C:20]([CH2:25][CH2:26][CH:27]=[O:28])=[CH:21][NH:22]2)=[CH:18][CH:17]=1. Given the reactants FC1C=C2C(=CC=1)NC=C2CCC=O.[F:15][C:16]1[CH:24]=[C:23]2[C:19]([C:20]([CH2:25][CH2:26][CH2:27][OH:28])=[CH:21][NH:22]2)=[CH:18][CH:17]=1.FC(F)(F)C(O)=O.N1C=CC=CC=1.C1(N=C=NC2CCCCC2)CCCCC1, predict the reaction product. (2) Given the reactants [CH3:1][C:2]1[CH:7]=[CH:6][CH:5]=[C:4]([CH3:8])[C:3]=1[NH:9][C:10](=[O:32])[CH2:11][N:12]1[CH2:17][CH2:16][N:15]([CH2:18][CH:19]([OH:31])[CH2:20][O:21][CH:22]2CC3C(=CC=CC=3)C2)[CH2:14][CH2:13]1.[F:33][C:34]1[CH:41]=[CH:40][C:37]([CH2:38][OH:39])=[CH:36][CH:35]=1.[CH3:42][C:43]1([CH3:49])[CH2:48][NH:47][CH2:46][CH2:45][NH:44]1.[CH3:50][CH:51]([OH:53])[CH3:52], predict the reaction product. The product is: [CH3:1][C:2]1[CH:7]=[CH:6][CH:5]=[C:4]([CH3:8])[C:3]=1[NH:9][C:10](=[O:32])[CH2:11][N:47]1[CH2:46][CH2:45][N:44]([CH2:50][CH:51]([OH:53])[CH2:52][O:39][CH2:38][C:37]2[CH:40]=[CH:41][C:34]([F:33])=[CH:35][CH:36]=2)[C:43]([CH3:49])([CH3:42])[CH2:48]1.[CH3:1][C:2]1[CH:7]=[CH:6][CH:5]=[C:4]([CH3:8])[C:3]=1[NH:9][C:10](=[O:32])[CH2:11][N:12]1[CH2:17][CH2:16][N:15]([CH2:18][CH:19]([OH:31])[CH2:20][O:21][CH2:22][CH:34]2[CH2:41][CH2:40][CH2:37][CH2:36][CH2:35]2)[CH2:14][CH2:13]1. (3) Given the reactants Br[C:2]1[N:6]2[CH:7]=[CH:8][N:9]=[C:10](Cl)[C:5]2=[N:4][CH:3]=1.C(OC([N:19]1[CH2:24][CH2:23][CH:22]([NH2:25])[CH2:21][CH2:20]1)=O)(C)(C)C.CS[C:28]1[N:33]=[C:32]([Sn](CCCC)(CCCC)CCCC)[CH:31]=[CH:30][N:29]=1.[NH:47]1[CH2:52][CH2:51][O:50][CH2:49][CH2:48]1, predict the reaction product. The product is: [N:47]1([C:28]2[N:29]=[C:30]([C:2]3[N:6]4[CH:7]=[CH:8][N:9]=[C:10]([NH:25][CH:22]5[CH2:21][CH2:20][NH:19][CH2:24][CH2:23]5)[C:5]4=[N:4][CH:3]=3)[CH:31]=[CH:32][N:33]=2)[CH2:52][CH2:51][O:50][CH2:49][CH2:48]1. (4) The product is: [CH3:29][N:28]([O:27][CH3:23])[C:9](=[O:11])[CH2:8][CH:7]([CH:1]1[CH2:2][CH2:3][CH2:4][CH2:5][CH2:6]1)[NH:12][C:13]([O:15][C:16]([CH3:19])([CH3:18])[CH3:17])=[O:14]. Given the reactants [CH:1]1([CH:7]([NH:12][C:13]([O:15][C:16]([CH3:19])([CH3:18])[CH3:17])=[O:14])[CH2:8][C:9]([OH:11])=O)[CH2:6][CH2:5][CH2:4][CH2:3][CH2:2]1.CN([C:23]([O:27][N:28]1N=NC2C=CC=C[C:29]1=2)=[N+](C)C)C.F[P-](F)(F)(F)(F)F.C(N(CC)CC)C.Cl.CNOC, predict the reaction product. (5) The product is: [CH3:1][S:2]([O:16][CH2:15][C:7]1[S:6][C:10]2[CH:11]=[CH:12][CH:13]=[CH:14][C:9]=2[N:8]=1)(=[O:4])=[O:3]. Given the reactants [CH3:1][S:2](Cl)(=[O:4])=[O:3].[S:6]1[C:10]2[CH:11]=[CH:12][CH:13]=[CH:14][C:9]=2[N:8]=[C:7]1[CH2:15][OH:16].C(N(C(C)C)CC)(C)C.C(=O)([O-])O.[Na+], predict the reaction product. (6) The product is: [CH3:1][O:2][C:3]1[CH:4]=[C:5]2[C:9](=[CH:10][CH:11]=1)[NH:8][C:7]([C:12]([N:21]1[CH2:22][CH2:23][CH:18]([CH2:17][C:16]([CH3:24])([OH:25])[CH3:15])[CH2:19][CH2:20]1)=[O:14])=[CH:6]2. Given the reactants [CH3:1][O:2][C:3]1[CH:4]=[C:5]2[C:9](=[CH:10][CH:11]=1)[NH:8][C:7]([C:12]([OH:14])=O)=[CH:6]2.[CH3:15][C:16]([OH:25])([CH3:24])[CH2:17][CH:18]1[CH2:23][CH2:22][NH:21][CH2:20][CH2:19]1.Cl.C(N=C=NCCCN(C)C)C.ON1C2C=CC=CC=2N=N1.Cl, predict the reaction product. (7) The product is: [OH:1][C:2]1[C:3]([NH:11][C:18](=[O:25])[C:19]2[CH:24]=[CH:23][CH:22]=[N:21][CH:20]=2)=[C:4]([CH:8]=[CH:9][CH:10]=1)[C:5]([OH:7])=[O:6]. Given the reactants [OH:1][C:2]1[CH:10]=[CH:9][CH:8]=[C:4]([C:5]([OH:7])=[O:6])[C:3]=1[NH2:11].N1C=CC=CC=1.[C:18](Cl)(=[O:25])[C:19]1[CH:24]=[CH:23][CH:22]=[N:21][CH:20]=1, predict the reaction product. (8) Given the reactants C(OC([N:8]1[CH2:13][CH2:12][CH:11]([C:14]2[CH:19]=[CH:18][CH:17]=[C:16]([C:20]3[CH:25]=[C:24]([C:26]([F:29])([F:28])[F:27])[CH:23]=[C:22]([C:30]([F:33])([F:32])[F:31])[CH:21]=3)[N:15]=2)[CH2:10][CH2:9]1)=O)(C)(C)C.C(C(O)=O)(F)(F)F, predict the reaction product. The product is: [F:29][C:26]([F:27])([F:28])[C:24]1[CH:25]=[C:20]([C:16]2[CH:17]=[CH:18][CH:19]=[C:14]([CH:11]3[CH2:12][CH2:13][NH:8][CH2:9][CH2:10]3)[N:15]=2)[CH:21]=[C:22]([C:30]([F:31])([F:32])[F:33])[CH:23]=1. (9) Given the reactants [NH2:1][C:2]1[CH:3]=[C:4]([C:15]2[C:23]3[C:22]([NH2:24])=[N:21][CH:20]=[N:19][C:18]=3[N:17]([C@H:25]3[CH2:30][CH2:29][C@H:28]([N:31]4[CH2:36][CH2:35][N:34]([CH3:37])[CH2:33][CH2:32]4)[CH2:27][CH2:26]3)[CH:16]=2)[CH:5]=[CH:6][C:7]=1[O:8][C:9]1[CH:14]=[CH:13][CH:12]=[CH:11][CH:10]=1.[C:38](Cl)(=[O:40])[CH3:39], predict the reaction product. The product is: [C:9]([OH:40])(=[O:8])[CH3:14].[NH2:24][C:22]1[C:23]2[C:15]([C:4]3[CH:5]=[CH:6][C:7]([O:8][C:9]4[CH:14]=[CH:13][CH:12]=[CH:11][CH:10]=4)=[C:2]([NH:1][C:38](=[O:40])[CH3:39])[CH:3]=3)=[CH:16][N:17]([C@H:25]3[CH2:30][CH2:29][C@H:28]([N:31]4[CH2:32][CH2:33][N:34]([CH3:37])[CH2:35][CH2:36]4)[CH2:27][CH2:26]3)[C:18]=2[N:19]=[CH:20][N:21]=1. (10) Given the reactants [Br:1][C:2]1[CH:3]=[CH:4][C:5](SC(C)C)=[N:6][CH:7]=1.O[O:13][S:14]([O-:16])=O.[K+].C(=O)(O)[O-].[Na+].O1C[CH2:26][CH2:25][CH2:24]1, predict the reaction product. The product is: [Br:1][C:2]1[CH:3]=[CH:4][C:5]([S:14]([CH:25]([CH3:26])[CH3:24])(=[O:16])=[O:13])=[N:6][CH:7]=1.